From a dataset of Orexin1 receptor HTS with 218,158 compounds and 233 confirmed actives. Binary Classification. Given a drug SMILES string, predict its activity (active/inactive) in a high-throughput screening assay against a specified biological target. (1) The drug is O1CCN(CC1)c1c(OCC)cc(NC(=O)COC(=O)CCOc2c(ccc(c2)C)C)c(OCC)c1. The result is 0 (inactive). (2) The drug is S(CCC)c1nc(sn1)NC(=O)C(c1ccccc1)c1ccccc1. The result is 0 (inactive). (3) The drug is S=C(N(CCc1cc(OC)c(OC)cc1)Cc1ncccc1)Nc1cc(ccc1)C. The result is 0 (inactive). (4) The molecule is Fc1c(C(=O)Nc2oc(nn2)c2ccncc2)cccc1. The result is 0 (inactive). (5) The drug is S1\C(C(=O)N(CC(O)=O)C1=S)=C/c1cc(OC)c(OC(=O)c2occc2)cc1. The result is 0 (inactive). (6) The molecule is s1c(C(=O)NC(=S)NC(c2ccccc2)C)ccc1. The result is 0 (inactive). (7) The molecule is S(=O)(=O)(N1CCC(CC1)C)c1ccc(cc1)C(=O)Nc1ncccc1C. The result is 0 (inactive). (8) The compound is S1\C(=C\c2cccnc2)C(=O)N=C1N. The result is 0 (inactive).